Dataset: Catalyst prediction with 721,799 reactions and 888 catalyst types from USPTO. Task: Predict which catalyst facilitates the given reaction. (1) Reactant: ClC(OCC(C)C)=O.[C:9]([O:13][C:14]([NH:16][C@@H:17]([CH2:21][CH2:22][C:23]1[CH:28]=[CH:27][CH:26]=[CH:25][CH:24]=1)[C:18]([OH:20])=O)=[O:15])([CH3:12])([CH3:11])[CH3:10].CN1CCOCC1.Cl.[CH3:37][NH:38][O:39][CH3:40]. Product: [CH3:40][O:39][N:38]([CH3:37])[C:18](=[O:20])[CH:17]([NH:16][C:14]([O:13][C:9]([CH3:10])([CH3:11])[CH3:12])=[O:15])[CH2:21][CH2:22][C:23]1[CH:28]=[CH:27][CH:26]=[CH:25][CH:24]=1. The catalyst class is: 2. (2) Reactant: [Mg].Br[C:3]1[CH:8]=[CH:7][C:6]([CH2:9][CH2:10][CH2:11][CH2:12][CH2:13][CH2:14][CH2:15][CH3:16])=[CH:5][CH:4]=1.C([O:19][C:20]1[CH2:25][CH2:24][CH2:23][C:22](=O)[CH:21]=1)C.Cl. Product: [CH2:9]([C:6]1[CH:7]=[CH:8][C:3]([C:22]2[CH2:23][CH2:24][CH2:25][C:20](=[O:19])[CH:21]=2)=[CH:4][CH:5]=1)[CH2:10][CH2:11][CH2:12][CH2:13][CH2:14][CH2:15][CH3:16]. The catalyst class is: 116. (3) Reactant: [Br:1][C:2]1[CH:3]=[CH:4][C:5]([CH2:8][NH2:9])=[N:6][CH:7]=1.CCN(CC)CC.[C:17](Cl)([CH3:19])=[O:18]. Product: [Br:1][C:2]1[CH:3]=[CH:4][C:5]([CH2:8][NH:9][C:17](=[O:18])[CH3:19])=[N:6][CH:7]=1. The catalyst class is: 2. (4) Reactant: [CH3:1][N:2]1[C:10]2[CH:9]3[CH2:11][CH:6]([CH2:7][CH2:8]3)[C:5]=2[C:4]([CH2:12][O:13][N:14]2C(=O)C3C(=CC=CC=3)C2=O)=[N:3]1.C(Cl)Cl.O.NN. Product: [NH2:14][O:13][CH2:12][C:4]1[C:5]2[CH:6]3[CH2:11][CH:9]([CH2:8][CH2:7]3)[C:10]=2[N:2]([CH3:1])[N:3]=1. The catalyst class is: 8. (5) Reactant: C(OC(=O)[NH:7]C1CCC(NCC2C=C(C3C=NC=CC=3)C=CC=2OC)CC1)(C)(C)C.C(OC(=O)N[CH2:38][CH:39]1[CH2:44][CH2:43][CH:42]([N:45]([C:61]([C:63]2[S:64][C:65]3[C:72]([F:73])=[CH:71][CH:70]=[C:69]([F:74])[C:66]=3[C:67]=2[Cl:68])=[O:62])[CH2:46][C:47]2[CH:52]=[C:51]([C:53]3[CH:58]=[CH:57][N:56]=[CH:55][CH:54]=3)[CH:50]=[CH:49][C:48]=2[O:59][CH3:60])[CH2:41][CH2:40]1)(C)(C)C. Product: [CH3:60][O:59][C:48]1[CH:49]=[CH:50][C:51]([C:53]2[CH:58]=[CH:57][N:56]=[CH:55][CH:54]=2)=[CH:52][C:47]=1[CH2:46][N:45]([C:42]1([NH2:7])[CH2:41][CH2:40][CH:39]([CH3:38])[CH2:44][CH2:43]1)[C:61]([C:63]1[S:64][C:65]2[C:72]([F:73])=[CH:71][CH:70]=[C:69]([F:74])[C:66]=2[C:67]=1[Cl:68])=[O:62]. The catalyst class is: 33. (6) Reactant: [NH2:1][C:2]1[N:7]=[C:6]([S:8]([CH3:10])=O)[C:5]([C:11]#[N:12])=[C:4]([C:13]2[CH:18]=[CH:17][CH:16]=[CH:15][C:14]=2[O:19][CH3:20])[N:3]=1.SC[CH2:23][C:24]1[CH:29]=[CH:28][CH:27]=[CH:26][N:25]=1.C1CCN2C(=NCCC2)CC1. Product: [NH2:1][C:2]1[N:3]=[C:4]([C:13]2[CH:18]=[CH:17][CH:16]=[CH:15][C:14]=2[O:19][CH3:20])[C:5]([C:11]#[N:12])=[C:6]([S:8][CH2:10][CH2:23][C:24]2[CH:29]=[CH:28][CH:27]=[CH:26][N:25]=2)[N:7]=1. The catalyst class is: 57.